Task: Predict which catalyst facilitates the given reaction.. Dataset: Catalyst prediction with 721,799 reactions and 888 catalyst types from USPTO Reactant: [Br:1][C:2]1[CH:3]=[C:4]2[N:10]([S:11]([C:14]3[CH:19]=[CH:18][CH:17]=[CH:16][CH:15]=3)(=[O:13])=[O:12])[CH:9]=[CH:8][C:5]2=[N:6][CH:7]=1.ClC1C=CC=C(C(OO)=[O:28])C=1. Product: [Br:1][C:2]1[CH:3]=[C:4]2[N:10]([S:11]([C:14]3[CH:19]=[CH:18][CH:17]=[CH:16][CH:15]=3)(=[O:13])=[O:12])[CH:9]=[CH:8][C:5]2=[N+:6]([O-:28])[CH:7]=1. The catalyst class is: 2.